From a dataset of Forward reaction prediction with 1.9M reactions from USPTO patents (1976-2016). Predict the product of the given reaction. (1) Given the reactants [C:1]([O:5][C:6]([N:8]1[CH2:12][CH2:11][CH2:10][C@H:9]1[CH2:13][C:14]([OH:16])=[O:15])=[O:7])([CH3:4])([CH3:3])[CH3:2].[C:17](#N)C.C(N(CC)C(C)C)(C)C.C[Si](C=[N+]=[N-])(C)C, predict the reaction product. The product is: [C:1]([O:5][C:6]([N:8]1[CH2:12][CH2:11][CH2:10][C@H:9]1[CH2:13][C:14]([O:16][CH3:17])=[O:15])=[O:7])([CH3:4])([CH3:2])[CH3:3]. (2) Given the reactants [H-].[Na+].[CH2:3]([OH:10])[C:4]1[CH:9]=[CH:8][CH:7]=[CH:6][CH:5]=1.Cl[C:12]1[CH:17]=[C:16]([C:18]2[CH:23]=[CH:22][CH:21]=[C:20]([C:24]([F:27])([F:26])[F:25])[CH:19]=2)[N:15]=[C:14]([S:28][CH3:29])[N:13]=1, predict the reaction product. The product is: [CH2:3]([O:10][C:12]1[CH:17]=[C:16]([C:18]2[CH:23]=[CH:22][CH:21]=[C:20]([C:24]([F:27])([F:26])[F:25])[CH:19]=2)[N:15]=[C:14]([S:28][CH3:29])[N:13]=1)[C:4]1[CH:9]=[CH:8][CH:7]=[CH:6][CH:5]=1. (3) The product is: [Cl:53][C:54]1[CH:66]=[CH:65][CH:64]=[CH:63][C:55]=1[O:56][CH:57]1[CH2:62][CH2:61][N:60]([C:18](=[O:20])[CH2:17][NH:16][C:14](=[O:15])[C:11]2[CH:10]=[CH:9][C:8]([NH:7][C:1]3[CH:2]=[CH:3][CH:4]=[CH:5][CH:6]=3)=[N:13][CH:12]=2)[CH2:59][CH2:58]1. Given the reactants [C:1]1([NH:7][C:8]2[N:13]=[CH:12][C:11]([C:14]([NH:16][CH2:17][C:18]([OH:20])=O)=[O:15])=[CH:10][CH:9]=2)[CH:6]=[CH:5][CH:4]=[CH:3][CH:2]=1.CCN(C(C)C)C(C)C.C1C=CC2N(O)N=NC=2C=1.CCN=C=NCCCN(C)C.Cl.Cl.[Cl:53][C:54]1[CH:66]=[CH:65][CH:64]=[CH:63][C:55]=1[O:56][CH:57]1[CH2:62][CH2:61][NH:60][CH2:59][CH2:58]1, predict the reaction product.